This data is from Catalyst prediction with 721,799 reactions and 888 catalyst types from USPTO. The task is: Predict which catalyst facilitates the given reaction. (1) Reactant: Cl.[CH3:2][O:3][C:4]1[CH:5]=[C:6]([CH:10]=[CH:11][N:12]=1)[C:7]([OH:9])=O.CN(C(ON1N=NC2C=CC=NC1=2)=[N+](C)C)C.F[P-](F)(F)(F)(F)F.CN1CCOCC1.[CH3:44][O:45][C:46]1[C:47]2[N:60]=[C:59]([NH2:61])[S:58][C:48]=2[C:49]([N:52]2[CH2:57][CH2:56][O:55][CH2:54][CH2:53]2)=[N:50][CH:51]=1. Product: [CH3:2][O:3][C:4]1[CH:5]=[C:6]([CH:10]=[CH:11][N:12]=1)[C:7]([NH:61][C:59]1[S:58][C:48]2[C:49]([N:52]3[CH2:57][CH2:56][O:55][CH2:54][CH2:53]3)=[N:50][CH:51]=[C:46]([O:45][CH3:44])[C:47]=2[N:60]=1)=[O:9]. The catalyst class is: 1. (2) Reactant: C(OC([N:8]1[CH2:13][CH2:12][N:11]([CH2:14][CH2:15][NH2:16])[C:10](=[O:17])[CH2:9]1)=O)(C)(C)C.[N+]([C:21]1[C:26](Cl)=[C:25](Cl)[N:24]=[C:23](Cl)[C:22]=1Cl)([O-])=O.CN1CCOCC1. Product: [N:24]1[CH:25]=[CH:26][C:21]([NH:16][CH2:15][CH2:14][N:11]2[CH2:12][CH2:13][NH:8][CH2:9][C:10]2=[O:17])=[CH:22][CH:23]=1. The catalyst class is: 2. (3) Product: [N:9]1([C:13]([C:15]2[CH:16]=[C:17]([Cl:37])[C:18]([O:21][C:22]3[CH:23]=[C:24]([CH:28]=[C:29]([O:31][C@H:32]4[CH2:36][CH2:35][O:34][CH2:33]4)[CH:30]=3)[C:25]([NH:38][C:39]3[S:40][CH:41]=[C:42]([CH3:44])[N:43]=3)=[O:27])=[N:19][CH:20]=2)=[O:14])[CH2:10][CH2:11][CH2:12]1. The catalyst class is: 2. Reactant: ClC(N(C)C)=C(C)C.[N:9]1([C:13]([C:15]2[CH:16]=[C:17]([Cl:37])[C:18]([O:21][C:22]3[CH:23]=[C:24]([CH:28]=[C:29]([O:31][C@H:32]4[CH2:36][CH2:35][O:34][CH2:33]4)[CH:30]=3)[C:25]([OH:27])=O)=[N:19][CH:20]=2)=[O:14])[CH2:12][CH2:11][CH2:10]1.[NH2:38][C:39]1[S:40][CH:41]=[C:42]([CH3:44])[N:43]=1.N1C=CC=CC=1. (4) Product: [I:16][C:5]1[CH:6]=[C:7]([N+:8]([O-:10])=[O:9])[C:2]([NH2:1])=[N:3][CH:4]=1. Reactant: [NH2:1][C:2]1[C:7]([N+:8]([O-:10])=[O:9])=[CH:6][CH:5]=[CH:4][N:3]=1.S(=O)(=O)(O)O.[I:16]I.S([O-])([O-])(=O)=S.[Na+].[Na+]. The catalyst class is: 211. (5) Reactant: CS(O[CH2:6][CH2:7][C:8]1[CH:13]=[CH:12][C:11]([NH:14][C:15]2[N:24]=[CH:23][C:22]3[CH2:21][CH:20]([C:25]4[CH:30]=[CH:29][CH:28]=[CH:27][C:26]=4[C:31]([F:34])([F:33])[F:32])[C:19]4[CH:35]=[CH:36][CH:37]=[CH:38][C:18]=4[C:17]=3[N:16]=2)=[CH:10][CH:9]=1)(=O)=O.[CH3:39][O:40][CH2:41][CH2:42][NH2:43]. Product: [CH3:39][O:40][CH2:41][CH2:42][NH:43][CH2:6][CH2:7][C:8]1[CH:9]=[CH:10][C:11]([NH:14][C:15]2[N:24]=[CH:23][C:22]3[CH2:21][CH:20]([C:25]4[CH:30]=[CH:29][CH:28]=[CH:27][C:26]=4[C:31]([F:34])([F:32])[F:33])[C:19]4[CH:35]=[CH:36][CH:37]=[CH:38][C:18]=4[C:17]=3[N:16]=2)=[CH:12][CH:13]=1. The catalyst class is: 66. (6) Reactant: [H-].[Na+].C(OP([CH2:11][C:12]([O:14][CH2:15][CH3:16])=[O:13])(OCC)=O)C.[C:17]1(=O)[CH2:20][CH2:19][CH2:18]1. Product: [C:17]1(=[CH:11][C:12]([O:14][CH2:15][CH3:16])=[O:13])[CH2:20][CH2:19][CH2:18]1. The catalyst class is: 1. (7) Reactant: [Cl:1][C:2]1[CH:3]=[CH:4][C:5]([F:24])=[C:6]([N:8]([CH2:20][CH:21]([CH3:23])[CH3:22])[S:9]([C:12]2[CH:17]=[CH:16][C:15]([CH:18]=[CH2:19])=[CH:14][CH:13]=2)(=[O:11])=[O:10])[CH:7]=1.ClC1C=C(C=CC=1)C(OO)=[O:30]. Product: [Cl:1][C:2]1[CH:3]=[CH:4][C:5]([F:24])=[C:6]([N:8]([CH2:20][CH:21]([CH3:22])[CH3:23])[S:9]([C:12]2[CH:17]=[CH:16][C:15]([CH:18]3[CH2:19][O:30]3)=[CH:14][CH:13]=2)(=[O:10])=[O:11])[CH:7]=1. The catalyst class is: 4. (8) Reactant: C([O:3][C:4](=[O:34])[CH2:5][NH:6][C:7](=[O:33])[C:8]1[CH:13]=[CH:12][C:11]([C:14]2[NH:15][C:16](=[O:30])[C:17]3[C:22]([CH:23]4[CH2:28][CH2:27][CH2:26][CH2:25][CH2:24]4)=[N:21][N:20]([CH3:29])[C:18]=3[N:19]=2)=[C:10]([O:31][CH3:32])[CH:9]=1)C.[OH-].[Na+]. Product: [CH:23]1([C:22]2[C:17]3[C:16](=[O:30])[NH:15][C:14]([C:11]4[CH:12]=[CH:13][C:8]([C:7]([NH:6][CH2:5][C:4]([OH:34])=[O:3])=[O:33])=[CH:9][C:10]=4[O:31][CH3:32])=[N:19][C:18]=3[N:20]([CH3:29])[N:21]=2)[CH2:24][CH2:25][CH2:26][CH2:27][CH2:28]1. The catalyst class is: 5. (9) The catalyst class is: 21. Reactant: [Cl:1][C:2]1[CH:27]=[CH:26][C:5]([CH2:6][N:7]2[C:19]3[C@@H:18]([CH2:20][C:21]([OH:23])=[O:22])[CH2:17][CH2:16][CH2:15][C:14]=3[C:13]3[C:8]2=[C:9]([S:24][CH3:25])[CH:10]=[CH:11][CH:12]=3)=[CH:4][CH:3]=1.[N+](=[CH2:30])=[N-]. Product: [Cl:1][C:2]1[CH:3]=[CH:4][C:5]([CH2:6][N:7]2[C:19]3[C@@H:18]([CH2:20][C:21]([O:23][CH3:30])=[O:22])[CH2:17][CH2:16][CH2:15][C:14]=3[C:13]3[C:8]2=[C:9]([S:24][CH3:25])[CH:10]=[CH:11][CH:12]=3)=[CH:26][CH:27]=1.